Predict the reaction yield, written as a fraction of the theoretical maximum amount of product (1.0 means a 100% yield; for example, 0.34 means a 34% yield). From a dataset of Reaction yield outcomes from USPTO patents with 853,638 reactions. (1) The reactants are Br[C:2]1([C:12]([O:14][CH3:15])=[O:13])[C:10](=[O:11])[C:6]2[CH:7]=[CH:8][S:9][C:5]=2[CH2:4][CH2:3]1.C(=O)([O-])[O-].[Li+].[Li+]. The catalyst is CN(C=O)C. The product is [OH:11][C:10]1[C:6]2[CH:7]=[CH:8][S:9][C:5]=2[CH:4]=[CH:3][C:2]=1[C:12]([O:14][CH3:15])=[O:13]. The yield is 0.320. (2) The reactants are [Br:1][CH2:2][Br:3].[CH3:4][N:5]1[CH2:9][CH2:8][CH2:7][CH2:6]1. The catalyst is C1COCC1. The product is [Br-:1].[Br:3][CH2:2][N+:5]1([CH3:4])[CH2:9][CH2:8][CH2:7][CH2:6]1. The yield is 0.160. (3) The reactants are Cl.[NH:2]([C:4]1[CH:12]=[CH:11][CH:10]=[CH:9][C:5]=1[C:6]([OH:8])=[O:7])[NH2:3].[CH:13](=O)[C:14]1[CH:19]=[CH:18][CH:17]=[CH:16][CH:15]=1. The catalyst is O.C(O)C. The product is [CH:13](=[N:3][NH:2][C:4]1[CH:12]=[CH:11][CH:10]=[CH:9][C:5]=1[C:6]([OH:8])=[O:7])[C:14]1[CH:19]=[CH:18][CH:17]=[CH:16][CH:15]=1. The yield is 0.690. (4) The reactants are [C:1]([C:3]1[C:4]([CH3:14])=[CH:5][C:6](C(O)=O)=[N:7][C:8]=1[O:9][CH3:10])#[N:2].C([N:17]([CH2:20]C)CC)C.C1C=CC(P(N=[N+]=[N-])(C2C=CC=CC=2)=[O:29])=CC=1.[C:39]([OH:43])([CH3:42])([CH3:41])[CH3:40]. No catalyst specified. The product is [C:1]([C:3]1[C:4]([CH3:14])=[CH:5][C:6]([NH:17][C:20](=[O:29])[O:43][C:39]([CH3:42])([CH3:41])[CH3:40])=[N:7][C:8]=1[O:9][CH3:10])#[N:2]. The yield is 0.594. (5) The reactants are Cl([O-])=O.[Na+].P([O-])(O)(O)=[O:6].[Na+].[C:11]([O:15][C:16]([N:18]1[CH:24]([C:25]([F:28])([F:27])[F:26])[CH2:23][CH2:22][N:21]([C:29]2[CH:34]=[CH:33][CH:32]=[CH:31][C:30]=2[CH:35]=[O:36])[CH2:20][CH2:19]1)=[O:17])([CH3:14])([CH3:13])[CH3:12]. The catalyst is O.O1CCOCC1. The product is [C:11]([O:15][C:16]([N:18]1[CH:24]([C:25]([F:28])([F:27])[F:26])[CH2:23][CH2:22][N:21]([C:29]2[CH:34]=[CH:33][CH:32]=[CH:31][C:30]=2[C:35]([OH:6])=[O:36])[CH2:20][CH2:19]1)=[O:17])([CH3:14])([CH3:12])[CH3:13]. The yield is 0.840. (6) The reactants are [F:1][C:2]1[CH:25]=[C:24]([F:26])[CH:23]=[CH:22][C:3]=1[C:4]([C:6]1[CH:7]=[CH:8][C:9](=[O:21])[N:10]([C:15]2[CH:20]=[CH:19][CH:18]=[CH:17][CH:16]=2)[C:11]=1SCC)=[O:5].[CH:27]1([CH2:30][NH2:31])[CH2:29][CH2:28]1.C(N(C(C)C)C(C)C)C. The catalyst is C(O)C. The product is [CH:27]1([CH2:30][NH:31][C:11]2[N:10]([C:15]3[CH:20]=[CH:19][CH:18]=[CH:17][CH:16]=3)[C:9](=[O:21])[CH:8]=[CH:7][C:6]=2[C:4](=[O:5])[C:3]2[CH:22]=[CH:23][C:24]([F:26])=[CH:25][C:2]=2[F:1])[CH2:29][CH2:28]1. The yield is 0.700.